This data is from Forward reaction prediction with 1.9M reactions from USPTO patents (1976-2016). The task is: Predict the product of the given reaction. Given the reactants [H-].[Na+].[CH2:3]([O:5][C:6]([C:8]1[S:9][C:10]2[CH:16]=[C:15]([CH:17]([C:25]([O:27][C:28]([CH3:31])([CH3:30])[CH3:29])=[O:26])[C:18]([O:20][C:21]([CH3:24])([CH3:23])[CH3:22])=[O:19])[CH:14]=[CH:13][C:11]=2[CH:12]=1)=[O:7])[CH3:4].CN(C=O)C.[B-](F)(F)(F)[F:38].[B-](F)(F)(F)F.C1[N+]2(CCl)CC[N+](F)(CC2)C1, predict the reaction product. The product is: [C:21]([O:20][C:18](=[O:19])[C:17]([C:15]1[CH:14]=[CH:13][C:11]2[CH:12]=[C:8]([C:6]([O:5][CH2:3][CH3:4])=[O:7])[S:9][C:10]=2[CH:16]=1)([F:38])[C:25]([O:27][C:28]([CH3:30])([CH3:29])[CH3:31])=[O:26])([CH3:23])([CH3:24])[CH3:22].